This data is from Peptide-MHC class I binding affinity with 185,985 pairs from IEDB/IMGT. The task is: Regression. Given a peptide amino acid sequence and an MHC pseudo amino acid sequence, predict their binding affinity value. This is MHC class I binding data. (1) The peptide sequence is RYPLTLGW. The MHC is HLA-A33:01 with pseudo-sequence HLA-A33:01. The binding affinity (normalized) is 0.0536. (2) The peptide sequence is FPRIWLHGL. The MHC is HLA-A02:01 with pseudo-sequence HLA-A02:01. The binding affinity (normalized) is 0.100. (3) The peptide sequence is IEEVMNIVL. The MHC is HLA-A03:01 with pseudo-sequence HLA-A03:01. The binding affinity (normalized) is 0.0847. (4) The peptide sequence is LVLQAGFFLL. The MHC is Patr-A0401 with pseudo-sequence Patr-A0401. The binding affinity (normalized) is 0.